Dataset: Forward reaction prediction with 1.9M reactions from USPTO patents (1976-2016). Task: Predict the product of the given reaction. Given the reactants [Br:1][C:2]1[CH:7]=[CH:6][C:5]([C:8]2[N:12]([CH:13]3[CH2:17][CH2:16][CH2:15][CH2:14]3)[N:11]=[CH:10][CH:9]=2)=[C:4]([N+:18]([O-])=O)[CH:3]=1.O1CCCC1.C(O)C.[Cl-].[NH4+], predict the reaction product. The product is: [Br:1][C:2]1[CH:7]=[CH:6][C:5]([C:8]2[N:12]([CH:13]3[CH2:17][CH2:16][CH2:15][CH2:14]3)[N:11]=[CH:10][CH:9]=2)=[C:4]([CH:3]=1)[NH2:18].